Dataset: Forward reaction prediction with 1.9M reactions from USPTO patents (1976-2016). Task: Predict the product of the given reaction. (1) Given the reactants [NH2:1][C@H:2]([C:6]([NH:8][CH:9]([CH:18]([OH:31])[CH2:19][O:20][C:21]1[C:26]([F:27])=[C:25]([F:28])[CH:24]=[C:23]([F:29])[C:22]=1[F:30])[CH2:10][C:11]([O:13][C:14]([CH3:17])([CH3:16])[CH3:15])=[O:12])=[O:7])[CH:3]([CH3:5])[CH3:4].[C:32]([O:36][C:37]([CH2:39][N:40]1[C:48]2[C:43](=[CH:44][CH:45]=[CH:46][CH:47]=2)[CH:42]=[C:41]1[C:49](O)=[O:50])=[O:38])([CH3:35])([CH3:34])[CH3:33].CN1CCOCC1.C1C=CC2N(O)N=NC=2C=1.CCN=C=NCCCN(C)C, predict the reaction product. The product is: [C:32]([O:36][C:37]([CH2:39][N:40]1[C:48]2[C:43](=[CH:44][CH:45]=[CH:46][CH:47]=2)[CH:42]=[C:41]1[C:49]([NH:1][C@H:2]([C:6]([NH:8][CH:9]([CH:18]([OH:31])[CH2:19][O:20][C:21]1[C:22]([F:30])=[C:23]([F:29])[CH:24]=[C:25]([F:28])[C:26]=1[F:27])[CH2:10][C:11]([O:13][C:14]([CH3:16])([CH3:17])[CH3:15])=[O:12])=[O:7])[CH:3]([CH3:5])[CH3:4])=[O:50])=[O:38])([CH3:35])([CH3:33])[CH3:34]. (2) Given the reactants [F:1][C:2]1[CH:3]=[C:4]([CH:29]=[CH:30][C:31]=1[F:32])[O:5][CH:6]1[CH2:11][CH2:10][N:9]([C:12](=[O:28])[C@@H:13]([NH:20]C(=O)OC(C)(C)C)[C:14]2[CH:19]=[CH:18][CH:17]=[CH:16][CH:15]=2)[CH2:8][CH2:7]1.FC(F)(F)C(O)=O, predict the reaction product. The product is: [F:1][C:2]1[CH:3]=[C:4]([CH:29]=[CH:30][C:31]=1[F:32])[O:5][CH:6]1[CH2:7][CH2:8][N:9]([C:12](=[O:28])[C@@H:13]([NH2:20])[C:14]2[CH:19]=[CH:18][CH:17]=[CH:16][CH:15]=2)[CH2:10][CH2:11]1. (3) Given the reactants [NH2:1][C:2]1[C:10]([NH2:11])=[CH:9][CH:8]=[CH:7][C:3]=1[C:4]([OH:6])=[O:5].[CH:12](=O)[C:13]1[CH:18]=[CH:17][CH:16]=[CH:15][CH:14]=1, predict the reaction product. The product is: [C:13]1([C:12]2[NH:1][C:2]3[C:3]([C:4]([OH:6])=[O:5])=[CH:7][CH:8]=[CH:9][C:10]=3[N:11]=2)[CH:18]=[CH:17][CH:16]=[CH:15][CH:14]=1. (4) Given the reactants [Br:1][C:2]1[CH:3]=[C:4]([CH:8]=[CH:9][N:10]=1)[C:5](O)=[O:6].C1C=CC2N(O)N=NC=2C=1.Cl.[CH3:22][O:23][NH:24][CH3:25].C(Cl)CCl, predict the reaction product. The product is: [Br:1][C:2]1[CH:3]=[C:4]([CH:8]=[CH:9][N:10]=1)[C:5]([N:24]([O:23][CH3:22])[CH3:25])=[O:6]. (5) Given the reactants [F:1][C:2]([F:9])([CH3:8])/[CH:3]=[CH:4]/[C:5]([OH:7])=O.C(Cl)(=O)C(Cl)=O.Cl.Cl.Cl.[CH3:19][C:20]1[CH:25]=CN=[C:22]([N:26]2[CH2:30][CH2:29][C@H:28]([NH2:31])[CH2:27]2)[CH:21]=1.[CH2:32]([N:34](C(C)C)C(C)C)C, predict the reaction product. The product is: [F:9][C:2]([F:1])([CH3:8])/[CH:3]=[CH:4]/[C:5]([NH:31][C@H:28]1[CH2:29][CH2:30][N:26]([C:22]2[CH:32]=[N:34][CH:25]=[C:20]([CH3:19])[CH:21]=2)[CH2:27]1)=[O:7]. (6) Given the reactants [OH:1][CH2:2][C@H:3]([NH:6][C:7]1[N:12]=[C:11]([NH:13][CH2:14][C:15]2[CH:20]=[CH:19][C:18]([C:21]3[CH:26]=[CH:25][CH:24]=[CH:23][N:22]=3)=[CH:17][CH:16]=2)[N:10]2[N:27]=[CH:28][C:29]([CH:30]([CH3:32])[CH3:31])=[C:9]2[N:8]=1)[CH2:4]C.NC(CO)C[OH:36], predict the reaction product. The product is: [OH:36][CH2:4][CH:3]([NH:6][C:7]1[N:12]=[C:11]([NH:13][CH2:14][C:15]2[CH:16]=[CH:17][C:18]([C:21]3[CH:26]=[CH:25][CH:24]=[CH:23][N:22]=3)=[CH:19][CH:20]=2)[N:10]2[N:27]=[CH:28][C:29]([CH:30]([CH3:31])[CH3:32])=[C:9]2[N:8]=1)[CH2:2][OH:1]. (7) Given the reactants C(O)(C(F)(F)F)=O.C([NH:12][S:13]([C:16]1[C:17]([C:22]2[CH:27]=[CH:26][C:25]([CH2:28][N:29]3[C:33]([CH:34]=[O:35])=[C:32]([Cl:36])[N:31]=[C:30]3[CH2:37][CH2:38][CH2:39][CH3:40])=[CH:24][CH:23]=2)=[CH:18][CH:19]=[CH:20][CH:21]=1)(=[O:15])=[O:14])(C)(C)C, predict the reaction product. The product is: [CH2:37]([C:30]1[N:29]([CH2:28][C:25]2[CH:26]=[CH:27][C:22]([C:17]3[C:16]([S:13]([NH2:12])(=[O:14])=[O:15])=[CH:21][CH:20]=[CH:19][CH:18]=3)=[CH:23][CH:24]=2)[C:33]([CH:34]=[O:35])=[C:32]([Cl:36])[N:31]=1)[CH2:38][CH2:39][CH3:40].